From a dataset of Forward reaction prediction with 1.9M reactions from USPTO patents (1976-2016). Predict the product of the given reaction. (1) Given the reactants [CH3:1][N:2]1[CH2:6][CH2:5][CH2:4][C@H:3]1[C@@H:7]([NH2:14])[C:8]1[CH:13]=[CH:12][CH:11]=[CH:10][CH:9]=1.Cl.C[N:17](C)CCCN=C=NCC.OC1C2N=NNC=2C=CC=1.[Cl:37][C:38]1[C:39](=[S:47](=[O:49])=[O:48])[CH2:40][C:41](=[CH:45][CH:46]=1)[C:42](O)=[O:43], predict the reaction product. The product is: [NH2:17][S:47]([C:39]1[CH:40]=[C:41]([CH:45]=[CH:46][C:38]=1[Cl:37])[C:42]([NH:14][C@H:7]([C@@H:3]1[CH2:4][CH2:5][CH2:6][N:2]1[CH3:1])[C:8]1[CH:13]=[CH:12][CH:11]=[CH:10][CH:9]=1)=[O:43])(=[O:49])=[O:48]. (2) Given the reactants [Cl:1][C:2]1[CH:3]=[C:4]([C:10]2[N:11]=[C:12]([CH:23]3[CH2:25][CH2:24]3)[O:13][C:14]=2[C:15]2[CH:20]=[CH:19][N:18]=[C:17]([S:21][CH3:22])[N:16]=2)[C:5]([F:9])=[C:6]([CH:8]=1)[NH2:7].N1C=CC=CC=1.[CH3:32][S:33](Cl)(=[O:35])=[O:34], predict the reaction product. The product is: [Cl:1][C:2]1[CH:3]=[C:4]([C:10]2[N:11]=[C:12]([CH:23]3[CH2:24][CH2:25]3)[O:13][C:14]=2[C:15]2[CH:20]=[CH:19][N:18]=[C:17]([S:21][CH3:22])[N:16]=2)[C:5]([F:9])=[C:6]([NH:7][S:33]([CH3:32])(=[O:35])=[O:34])[CH:8]=1.